This data is from Forward reaction prediction with 1.9M reactions from USPTO patents (1976-2016). The task is: Predict the product of the given reaction. (1) Given the reactants [CH:1]1([C:4]2[N:5]=[CH:6][N:7]([C:9]3[C:14]([F:15])=[CH:13][N:12]=[C:11]([C:16]([O-:18])=[O:17])[CH:10]=3)[CH:8]=2)[CH2:3][CH2:2]1, predict the reaction product. The product is: [CH:1]1([C:4]2[N:5]=[CH:6][N:7]([C:9]3[C:14]([F:15])=[CH:13][N:12]=[C:11]([C:16]([OH:18])=[O:17])[CH:10]=3)[CH:8]=2)[CH2:2][CH2:3]1. (2) Given the reactants [F:1][C:2]1[C:7]2[N:8]=[CH:9][S:10][C:6]=2[CH:5]=[C:4]([C:11]([O:13][CH3:14])=[O:12])[C:3]=1[NH:15][C:16]1[CH:21]=[CH:20][CH:19]=[CH:18][C:17]=1[F:22].C1C(=O)N([I:30])C(=O)C1, predict the reaction product. The product is: [F:1][C:2]1[C:7]2[N:8]=[CH:9][S:10][C:6]=2[CH:5]=[C:4]([C:11]([O:13][CH3:14])=[O:12])[C:3]=1[NH:15][C:16]1[CH:21]=[CH:20][C:19]([I:30])=[CH:18][C:17]=1[F:22]. (3) Given the reactants [SH:1][C:2]1[C:6]([C:7]([NH2:9])=[O:8])=[C:5]([NH:10][C:11]2[CH:12]=[N:13][CH:14]=[CH:15][CH:16]=2)[S:4][N:3]=1.CCN(C(C)C)C(C)C.[Cl:26][C:27]1[CH:34]=[CH:33][C:30]([CH2:31]Cl)=[CH:29][CH:28]=1.O, predict the reaction product. The product is: [Cl:26][C:27]1[CH:34]=[CH:33][C:30]([CH2:31][S:1][C:2]2[C:6]([C:7]([NH2:9])=[O:8])=[C:5]([NH:10][C:11]3[CH:12]=[N:13][CH:14]=[CH:15][CH:16]=3)[S:4][N:3]=2)=[CH:29][CH:28]=1. (4) The product is: [CH3:9][C:8]1([CH3:10])[CH2:7][O:6][C:5](=[O:11])[C@H:4]1[NH:1][C:13](=[O:12])[O:15][C:16]([CH3:19])([CH3:18])[CH3:17]. Given the reactants [N:1]([C@H:4]1[C:8]([CH3:10])([CH3:9])[CH2:7][O:6][C:5]1=[O:11])=[N+]=[N-].[O:12](C(OC(C)(C)C)=O)[C:13]([O:15][C:16]([CH3:19])([CH3:18])[CH3:17])=O, predict the reaction product. (5) Given the reactants [NH2:1][C:2]1[C:6]([C:7]([N:9]2[CH2:14][CH2:13][N:12]([C@H:15]([C:18]3[CH:23]=[CH:22][CH:21]=[CH:20][CH:19]=3)[CH2:16][OH:17])[CH2:11][C@H:10]2[CH3:24])=[O:8])=[CH:5][NH:4][N:3]=1.[CH:25]1([C:28]2[CH:33]=[CH:32][C:31]([C:34](=O)[CH:35]([CH3:42])[C:36](=O)[C:37]([F:40])([F:39])[F:38])=[CH:30][CH:29]=2)[CH2:27][CH2:26]1, predict the reaction product. The product is: [CH:25]1([C:28]2[CH:33]=[CH:32][C:31]([C:34]3[C:35]([CH3:42])=[C:36]([C:37]([F:38])([F:39])[F:40])[N:3]4[N:4]=[CH:5][C:6]([C:7]([N:9]5[CH2:14][CH2:13][N:12]([C@H:15]([C:18]6[CH:23]=[CH:22][CH:21]=[CH:20][CH:19]=6)[CH2:16][OH:17])[CH2:11][C@H:10]5[CH3:24])=[O:8])=[C:2]4[N:1]=3)=[CH:30][CH:29]=2)[CH2:27][CH2:26]1. (6) Given the reactants [C:1]([O:4][C:5]1[CH:6]=[C:7](/[CH:13]=[CH:14]/[C:15]2[CH:20]=[CH:19][C:18]([O:21][CH2:22][C:23]3[CH:28]=[CH:27][CH:26]=[CH:25][CH:24]=3)=[C:17]([O:29][CH3:30])[CH:16]=2)[CH:8]=[C:9]([O:11]C)[CH:10]=1)(=O)C.OC1C=C(/C=C/C2C=CC(OCC3C=CC=CC=3)=C(OC)C=2)C=C(OCC2C=CC=CC=2)C=1, predict the reaction product. The product is: [OH:11][C:9]1[CH:8]=[C:7](/[CH:13]=[CH:14]/[C:15]2[CH:20]=[CH:19][C:18]([O:21][CH2:22][C:23]3[CH:28]=[CH:27][CH:26]=[CH:25][CH:24]=3)=[C:17]([O:29][CH3:30])[CH:16]=2)[CH:6]=[C:5]([O:4][CH3:1])[CH:10]=1. (7) Given the reactants N[C@H](C([O:8][CH2:9][CH2:10][C@@H:11]([CH2:24][O:25][C:26](=[O:32])[C@H:27]([CH:29]([CH3:31])[CH3:30])[NH2:28])[CH2:12][N:13]1[CH:21]=[N:20][C:19]2[C:18](=[O:22])[NH:17][C:16]([NH2:23])=[N:15][C:14]1=2)=O)C(C)C.[OH-].[Na+].FC(F)(F)C(O)=O, predict the reaction product. The product is: [OH:8][CH2:9][CH2:10][C@@H:11]([CH2:24][O:25][C:26](=[O:32])[C@H:27]([CH:29]([CH3:30])[CH3:31])[NH2:28])[CH2:12][N:13]1[CH:21]=[N:20][C:19]2[C:18](=[O:22])[NH:17][C:16]([NH2:23])=[N:15][C:14]1=2.